This data is from CYP1A2 inhibition data for predicting drug metabolism from PubChem BioAssay. The task is: Regression/Classification. Given a drug SMILES string, predict its absorption, distribution, metabolism, or excretion properties. Task type varies by dataset: regression for continuous measurements (e.g., permeability, clearance, half-life) or binary classification for categorical outcomes (e.g., BBB penetration, CYP inhibition). Dataset: cyp1a2_veith. (1) The compound is Cc1ccc(C)c(NC(=O)Cn2c([N+](=O)[O-])cnc2C)c1. The result is 0 (non-inhibitor). (2) The drug is NC(=O)CNC(=O)[C@@H]1CC2(CC(c3ccc(Cl)cc3)=NO2)CN1C(=O)c1ccccc1. The result is 0 (non-inhibitor).